Task: Binary Classification. Given a drug SMILES string, predict its activity (active/inactive) in a high-throughput screening assay against a specified biological target.. Dataset: Tyrosyl-DNA phosphodiesterase HTS with 341,365 compounds (1) The molecule is O(CCN(c1nc(NCC)nc(NCC)n1)C#N)c1ccccc1. The result is 0 (inactive). (2) The drug is o1c2c(c(C(O)c3ccc(OC)cc3)c1)c(CN(C)C)c(O)cc2. The result is 0 (inactive). (3) The drug is S(=O)(=O)(Nc1[nH]n2C(CC(=O)N=c2n1)c1ccccc1)c1ccc(NC(=O)C)cc1. The result is 0 (inactive). (4) The drug is O(C1C2CCN(C1)CC2)C(=O)c1ccc([N+]([O-])=O)cc1. The result is 0 (inactive). (5) The compound is Clc1c2c(sc1C(=O)NCC)cc(cc2)C. The result is 0 (inactive).